This data is from Catalyst prediction with 721,799 reactions and 888 catalyst types from USPTO. The task is: Predict which catalyst facilitates the given reaction. (1) Reactant: [N:1]([O-])=O.[Na+].[Br:5][C:6]1[C:12]([F:13])=[CH:11][C:9]([NH2:10])=[C:8]([F:14])[CH:7]=1.Cl.[CH3:16][O:17][CH2:18][C:19](=[O:25])[CH2:20][C:21]([O:23][CH3:24])=[O:22].CC([O-])=O.[Na+]. Product: [Br:5][C:6]1[C:12]([F:13])=[CH:11][C:9]([NH:10][N:1]=[C:20]([C:19](=[O:25])[CH2:18][O:17][CH3:16])[C:21]([O:23][CH3:24])=[O:22])=[C:8]([F:14])[CH:7]=1. The catalyst class is: 72. (2) Reactant: C([O:3][C:4](=[O:28])[CH2:5][C:6]1[CH:7]=[C:8]([C:14]2[CH:19]=[CH:18][C:17]([C:20]([F:23])([F:22])[F:21])=[CH:16][C:15]=2[CH2:24][NH:25][CH2:26][CH3:27])[C:9]([O:12][CH3:13])=[CH:10][CH:11]=1)C.C(N(C(C)C)CC)(C)C.[C:38](Cl)(Cl)=[O:39].[Cl:42][C:43]1[CH:44]=[C:45]([CH:48]=[C:49]([Cl:51])[CH:50]=1)[CH2:46][NH2:47].C(N(CC)CC)C. Product: [Cl:42][C:43]1[CH:44]=[C:45]([CH:48]=[C:49]([Cl:51])[CH:50]=1)[CH2:46][NH:47][C:38](=[O:39])[N:25]([CH2:24][C:15]1[CH:16]=[C:17]([C:20]([F:21])([F:23])[F:22])[CH:18]=[CH:19][C:14]=1[C:8]1[C:9]([O:12][CH3:13])=[CH:10][CH:11]=[C:6]([CH2:5][C:4]([OH:3])=[O:28])[CH:7]=1)[CH2:26][CH3:27]. The catalyst class is: 34. (3) Reactant: [C:1]1(/[CH:7]=[CH:8]/[C:9]2[CH:14]=[CH:13][CH:12]=[CH:11][CH:10]=2)[CH:6]=[CH:5][CH:4]=[CH:3][CH:2]=1.O1CCCC1.[H][H]. Product: [C:1]1([CH2:7][CH2:8][C:9]2[CH:10]=[CH:11][CH:12]=[CH:13][CH:14]=2)[CH:6]=[CH:5][CH:4]=[CH:3][CH:2]=1. The catalyst class is: 6.